From a dataset of Catalyst prediction with 721,799 reactions and 888 catalyst types from USPTO. Predict which catalyst facilitates the given reaction. Reactant: Br[C:2]1[N:3]=[C:4]2[C:10]([C:11](=[O:16])[C:12]([CH3:15])([CH3:14])[CH3:13])=[CH:9][NH:8][C:5]2=[N:6][CH:7]=1.Cl.[NH2:18][CH2:19][C:20]1[CH:21]=[C:22](B(O)O)[CH:23]=[CH:24][CH:25]=1.[NH4+].[OH-].CO. Product: [NH2:18][CH2:19][C:20]1[CH:25]=[C:24]([C:2]2[N:3]=[C:4]3[C:10]([C:11](=[O:16])[C:12]([CH3:15])([CH3:14])[CH3:13])=[CH:9][NH:8][C:5]3=[N:6][CH:7]=2)[CH:23]=[CH:22][CH:21]=1. The catalyst class is: 2.